Dataset: Full USPTO retrosynthesis dataset with 1.9M reactions from patents (1976-2016). Task: Predict the reactants needed to synthesize the given product. (1) Given the product [C:1]([O:5][C:6](=[O:16])[N:7]([C:8]1[CH:13]=[C:12]([F:14])[CH:11]=[CH:10][C:9]=1[Br:15])[CH3:20])([CH3:4])([CH3:2])[CH3:3], predict the reactants needed to synthesize it. The reactants are: [C:1]([O:5][C:6](=[O:16])[NH:7][C:8]1[CH:13]=[C:12]([F:14])[CH:11]=[CH:10][C:9]=1[Br:15])([CH3:4])([CH3:3])[CH3:2].[H-].[Na+].I[CH3:20]. (2) Given the product [NH2:1][C:2]1[N:3]=[C:4]([NH:17][CH:18]2[CH2:19][CH2:20][N:21]([S:24]([C:27]3[CH:28]=[CH:29][C:30]([CH2:33][CH2:34][CH2:35][N:36]([CH3:38])[CH3:37])=[CH:31][CH:32]=3)(=[O:25])=[O:26])[CH2:22][CH2:23]2)[S:5][C:6]=1[C:7]([C:9]1[C:14]([F:15])=[CH:13][CH:12]=[CH:11][C:10]=1[F:16])=[O:8], predict the reactants needed to synthesize it. The reactants are: [NH2:1][C:2]1[N:3]=[C:4]([NH:17][CH:18]2[CH2:23][CH2:22][N:21]([S:24]([C:27]3[CH:32]=[CH:31][C:30]([C:33]#[C:34][CH2:35][N:36]([CH3:38])[CH3:37])=[CH:29][CH:28]=3)(=[O:26])=[O:25])[CH2:20][CH2:19]2)[S:5][C:6]=1[C:7]([C:9]1[C:14]([F:15])=[CH:13][CH:12]=[CH:11][C:10]=1[F:16])=[O:8]. (3) Given the product [CH:52]1([N:55]2[C:64]3[C:59](=[CH:60][CH:61]=[CH:62][CH:63]=3)[N:58]([C:7]([C:6]3[C:5]([O:4][C:3]4[CH:14]=[C:15]([Cl:18])[CH:16]=[CH:17][C:2]=4[Cl:1])=[N:13][CH:12]=[CH:11][CH:10]=3)=[O:9])[CH2:57][CH2:56]2)[CH2:54][CH2:53]1, predict the reactants needed to synthesize it. The reactants are: [Cl:1][C:2]1[CH:17]=[CH:16][C:15]([Cl:18])=[CH:14][C:3]=1[O:4][C:5]1[N:13]=[CH:12][CH:11]=[CH:10][C:6]=1[C:7]([OH:9])=O.C(N(C(C)C)C(C)C)C.CN(C(ON1N=NC2C=CC=NC1=2)=[N+](C)C)C.F[P-](F)(F)(F)(F)F.[CH:52]1([N:55]2[C:64]3[C:59](=[CH:60][CH:61]=[CH:62][CH:63]=3)[NH:58][CH2:57][CH2:56]2)[CH2:54][CH2:53]1. (4) The reactants are: [N:1]1[C:9]2[C:4](=[N:5][CH:6]=[CH:7][CH:8]=2)[NH:3][CH:2]=1.C(O)(=[O:12])C. Given the product [N+:1]1([O-:12])[C:9]2[CH:8]=[CH:7][CH:6]=[N:5][C:4]=2[NH:3][CH:2]=1, predict the reactants needed to synthesize it. (5) Given the product [N:1]1[CH:6]=[CH:5][N:4]=[C:3]2[CH2:7][N:8]([C:11]([O:13][CH2:14][CH3:15])=[O:12])[CH2:9][CH2:10][C:2]=12, predict the reactants needed to synthesize it. The reactants are: [N:1]1[CH:6]=[CH:5][N:4]=[C:3]2[CH2:7][N:8]([C:11]([O:13][CH2:14][CH3:15])=[O:12])[CH:9]=[CH:10][C:2]=12.